This data is from Forward reaction prediction with 1.9M reactions from USPTO patents (1976-2016). The task is: Predict the product of the given reaction. Given the reactants [N+:1]([O-:4])(O)=[O:2].[Cl:5][C:6]1[CH:11]=[C:10]([F:12])[CH:9]=[CH:8][C:7]=1[N:13]1[C:17](=[O:18])[N:16]([CH3:19])[N:15]=[N:14]1, predict the reaction product. The product is: [Cl:5][C:6]1[CH:11]=[C:10]([F:12])[C:9]([N+:1]([O-:4])=[O:2])=[CH:8][C:7]=1[N:13]1[C:17](=[O:18])[N:16]([CH3:19])[N:15]=[N:14]1.